This data is from Full USPTO retrosynthesis dataset with 1.9M reactions from patents (1976-2016). The task is: Predict the reactants needed to synthesize the given product. (1) Given the product [O:31]=[C:26]1[CH2:25][C:24]2[C:28](=[CH:29][CH:30]=[C:22]([C:20]([C:19]3[CH:18]=[C:17]([NH:16][C:8]([C:7]4[N:3]([CH2:1][CH3:2])[N:4]=[C:5]([CH3:11])[CH:6]=4)=[O:10])[CH:34]=[CH:33][CH:32]=3)=[O:21])[CH:23]=2)[NH:27]1, predict the reactants needed to synthesize it. The reactants are: [CH2:1]([N:3]1[C:7]([C:8]([OH:10])=O)=[CH:6][C:5]([CH3:11])=[N:4]1)[CH3:2].S(Cl)(Cl)=O.[NH2:16][C:17]1[CH:18]=[C:19]([CH:32]=[CH:33][CH:34]=1)[C:20]([C:22]1[CH:23]=[C:24]2[C:28](=[CH:29][CH:30]=1)[NH:27][C:26](=[O:31])[CH2:25]2)=[O:21]. (2) Given the product [NH:1]([C:47]([O:49][C:50]([CH3:52])([CH3:51])[CH3:53])=[O:48])[C@H:2]([C:4]([NH:6][C@H:7]([C:25]([N:27]1[CH2:46][CH2:45][CH2:44][C@H:28]1[C:29]([NH:31][C@H:32]([C:34]([OH:36])=[O:35])[CH3:33])=[O:30])=[O:26])[CH2:8][CH2:9][CH2:10][NH:11][C:12](=[NH:24])[NH:13][S:14]([C:17]1[CH:18]=[CH:19][C:20]([CH3:21])=[CH:22][CH:23]=1)(=[O:16])=[O:15])=[O:5])[CH3:3], predict the reactants needed to synthesize it. The reactants are: [NH:1]([C:47]([O:49][C:50]([CH3:53])([CH3:52])[CH3:51])=[O:48])[C@H:2]([C:4]([NH:6][C@H:7]([C:25]([N:27]1[CH2:46][CH2:45][CH2:44][C@H:28]1[C:29]([NH:31][C@H:32]([C:34]([O:36]CC1C=CC=CC=1)=[O:35])[CH3:33])=[O:30])=[O:26])[CH2:8][CH2:9][CH2:10][NH:11][C:12](=[NH:24])[NH:13][S:14]([C:17]1[CH:23]=[CH:22][C:20]([CH3:21])=[CH:19][CH:18]=1)(=[O:16])=[O:15])=[O:5])[CH3:3].[OH-].[Na+].C(Cl)(Cl)Cl.CO.N(C(OC(C)(C)C)=O)[C@H](C(N[C@H](C(N1CCC[C@H]1C(N[C@H](C(N[C@H](C(OCC1C=CC=CC=1)=O)CCCCNC(OCC1C=CC=CC=1Cl)=O)=O)C)=O)=O)CCCNC(=N)NS(C1C=CC(C)=CC=1)(=O)=O)=O)CC(=O)N. (3) Given the product [NH2:14][C:9]1[CH:8]=[C:7]2[C:12](=[C:11]([F:13])[CH:10]=1)[N:4]([CH:1]1[CH2:2][CH2:3]1)[C:5](=[O:17])[CH2:6]2, predict the reactants needed to synthesize it. The reactants are: [CH:1]1([N:4]2[C:12]3[C:7](=[CH:8][C:9]([N+:14]([O-])=O)=[CH:10][C:11]=3[F:13])[CH2:6][C:5]2=[O:17])[CH2:3][CH2:2]1.[Cl-].[NH4+]. (4) Given the product [Si:1]([O:8][CH2:9][CH2:10][CH2:11][N:12]1[C:17](=[O:18])[C:16]2[C:19]([CH:24]([OH:29])[CH2:25][CH:26]([CH3:28])[CH3:27])=[C:20]([C:36]3[CH:37]=[CH:38][CH:39]=[CH:40][C:35]=3[CH:32]([CH3:34])[CH3:33])[N:21]=[CH:22][C:15]=2[N:14]([CH3:30])[C:13]1=[O:31])([C:4]([CH3:7])([CH3:6])[CH3:5])([CH3:3])[CH3:2], predict the reactants needed to synthesize it. The reactants are: [Si:1]([O:8][CH2:9][CH2:10][CH2:11][N:12]1[C:17](=[O:18])[C:16]2[C:19]([CH:24]([OH:29])[CH2:25][CH:26]([CH3:28])[CH3:27])=[C:20](Cl)[N:21]=[CH:22][C:15]=2[N:14]([CH3:30])[C:13]1=[O:31])([C:4]([CH3:7])([CH3:6])[CH3:5])([CH3:3])[CH3:2].[CH:32]([C:35]1[CH:40]=[CH:39][CH:38]=[CH:37][C:36]=1B(O)O)([CH3:34])[CH3:33].[O-]P([O-])([O-])=O.[K+].[K+].[K+]. (5) Given the product [F:1][C:2]1[CH:3]=[C:4]2[C:8](=[CH:9][CH:10]=1)[N:7]([CH2:11][CH2:12][CH2:13][C:14]([N:16]([CH3:30])[C:17]1[C:26]3[C:21](=[CH:22][CH:23]=[CH:24][CH:25]=3)[CH:20]=[CH:19][CH:18]=1)=[O:15])[CH:6]=[CH:5]2, predict the reactants needed to synthesize it. The reactants are: [F:1][C:2]1[CH:3]=[C:4]2[C:8](=[CH:9][CH:10]=1)[N:7]([CH2:11][CH2:12][CH2:13][C:14]([NH:16][C:17]1[C:26]3[C:21](=[CH:22][CH:23]=[CH:24][CH:25]=3)[CH:20]=[CH:19][CH:18]=1)=[O:15])[CH:6]=[CH:5]2.[H-].[Na+].I[CH3:30].O. (6) Given the product [F:23][CH:2]([F:1])[O:3][C:4]1[CH:9]=[CH:8][C:7]([C:10]2[CH:11]=[C:12]3[C:16](=[CH:17][CH:18]=2)[C:15](=[O:19])[O:14][CH2:13]3)=[C:6]([O:20][CH2:31][C:32]2[CH:33]=[CH:34][C:35]([S:38]([CH3:41])(=[O:40])=[O:39])=[CH:36][CH:37]=2)[C:5]=1[OH:21], predict the reactants needed to synthesize it. The reactants are: [F:1][CH:2]([F:23])[O:3][C:4]1[CH:9]=[CH:8][C:7]([C:10]2[CH:11]=[C:12]3[C:16](=[CH:17][CH:18]=2)[C:15](=[O:19])[O:14][CH2:13]3)=[C:6]([OH:20])[C:5]=1[O:21]C.C(=O)([O-])[O-].[K+].[K+].Br[CH2:31][C:32]1[CH:37]=[CH:36][C:35]([S:38]([CH3:41])(=[O:40])=[O:39])=[CH:34][CH:33]=1. (7) Given the product [OH:1][CH:2]([C:11]1[CH:12]=[CH:13][C:14]([C:17]2[N:21]=[C:20]([C:22]3[O:26][N:25]=[C:24]([C:27]4[CH:32]=[CH:31][CH:30]=[CH:29][CH:28]=4)[C:23]=3[C:33]([F:35])([F:34])[F:36])[O:19][N:18]=2)=[CH:15][CH:16]=1)[C:3]([NH:5][CH2:6][CH2:7][C:8]([N:38]1[CH2:43][CH:42]([O:41][CH3:40])[CH2:39]1)=[O:10])=[O:4], predict the reactants needed to synthesize it. The reactants are: [OH:1][CH:2]([C:11]1[CH:16]=[CH:15][C:14]([C:17]2[N:21]=[C:20]([C:22]3[O:26][N:25]=[C:24]([C:27]4[CH:32]=[CH:31][CH:30]=[CH:29][CH:28]=4)[C:23]=3[C:33]([F:36])([F:35])[F:34])[O:19][N:18]=2)=[CH:13][CH:12]=1)[C:3]([NH:5][CH2:6][CH2:7][C:8]([OH:10])=O)=[O:4].C[N:38]1[CH2:43][CH2:42][O:41][CH2:40][CH2:39]1.CN(C(ON1N=NC2C=CC=NC1=2)=[N+](C)C)C.F[P-](F)(F)(F)(F)F. (8) Given the product [ClH:32].[ClH:32].[CH3:34][N:8]1[C:9]2[C:4](=[C:3]([CH2:13][CH2:14][N:15]3[CH2:20][CH2:19][N:18]([C:21]4[CH:30]=[CH:29][CH:28]=[C:27]5[C:22]=4[CH:23]=[CH:24][C:25]([CH3:31])=[N:26]5)[CH2:17][CH2:16]3)[C:2]([CH3:1])=[CH:11][CH:10]=2)[CH2:5][CH2:6][C:7]1=[O:12], predict the reactants needed to synthesize it. The reactants are: [CH3:1][C:2]1[C:3]([CH2:13][CH2:14][N:15]2[CH2:20][CH2:19][N:18]([C:21]3[CH:30]=[CH:29][CH:28]=[C:27]4[C:22]=3[CH:23]=[CH:24][C:25]([CH3:31])=[N:26]4)[CH2:17][CH2:16]2)=[C:4]2[C:9](=[CH:10][CH:11]=1)[NH:8][C:7](=[O:12])[CH2:6][CH2:5]2.[ClH:32].Cl.[CH3:34]C1C(CCN2CCN(C3C=CC=C4C=3C=CC(C)=N4)CC2)=C2C(=CC=1)NC(=O)CC2.[H-].[Na+].IC. (9) Given the product [CH3:28][N:29]([CH2:33][CH2:34][N:35]1[CH2:40][CH2:39][CH2:38][CH2:37][CH2:36]1)[C:30]([CH:1]1[CH2:17][CH2:16][C:15]2([C:25]3[C:20](=[N:21][CH:22]=[CH:23][CH:24]=3)[C:19](=[O:26])[O:18]2)[CH2:14][CH2:13]1)=[O:31], predict the reactants needed to synthesize it. The reactants are: [CH:1](N(CC)C(C)C)(C)C.Cl.Cl.N1[CH2:17][CH2:16][C:15]2([C:25]3[C:20](=[N:21][CH:22]=[CH:23][CH:24]=3)[C:19](=[O:26])[O:18]2)[CH2:14][CH2:13]1.Cl.[CH3:28][N:29]([CH2:33][CH2:34][N:35]1[CH2:40][CH2:39][CH2:38][CH2:37][CH2:36]1)[C:30](Cl)=[O:31]. (10) Given the product [CH3:8][O:9][C:10]1[CH:11]=[C:12]([CH3:31])[CH:13]=[C:14]2[C:18]=1[CH:17]([NH:19][C:20]1[CH:29]=[CH:28][C:27]3[C:22](=[CH:23][CH:24]=[C:25]([NH:30][S:3]([N:2]([CH3:7])[CH3:1])(=[O:5])=[O:4])[CH:26]=3)[N:21]=1)[CH2:16][CH2:15]2, predict the reactants needed to synthesize it. The reactants are: [CH3:1][N:2]([CH3:7])[S:3](Cl)(=[O:5])=[O:4].[CH3:8][O:9][C:10]1[CH:11]=[C:12]([CH3:31])[CH:13]=[C:14]2[C:18]=1[CH:17]([NH:19][C:20]1[CH:29]=[CH:28][C:27]3[C:22](=[CH:23][CH:24]=[C:25]([NH2:30])[CH:26]=3)[N:21]=1)[CH2:16][CH2:15]2.